From a dataset of Forward reaction prediction with 1.9M reactions from USPTO patents (1976-2016). Predict the product of the given reaction. (1) Given the reactants [F:1][C:2]([F:11])([F:10])[C:3]1[CH:8]=[C:7]([OH:9])[CH:6]=[CH:5][N:4]=1.C(N(C(C)C)C(C)C)C.[F:21][C:22]([F:35])([F:34])[S:23](O[S:23]([C:22]([F:35])([F:34])[F:21])(=[O:25])=[O:24])(=[O:25])=[O:24], predict the reaction product. The product is: [F:11][C:2]([F:1])([F:10])[C:3]1[CH:8]=[C:7]([O:9][S:23]([C:22]([F:35])([F:34])[F:21])(=[O:25])=[O:24])[CH:6]=[CH:5][N:4]=1. (2) The product is: [Cl:1][C:2]1[CH:3]=[CH:4][C:5]([C:8]2[C:14]3[CH:15]=[C:16]([O:19][CH3:20])[CH:17]=[CH:18][C:13]=3[N:12]3[C:21]([CH3:24])=[N:22][N:23]=[C:11]3[C@H:10]([CH2:25][C:26](=[O:27])[NH:50][CH2:51][CH2:52][O:53][CH2:54][CH2:55][O:56][CH2:57][CH2:58][O:59][CH2:60][CH2:61][O:62][CH2:63][CH2:64][O:65][CH2:66][CH2:67][NH:68][C:69](=[O:75])[O:70][C:71]([CH3:73])([CH3:72])[CH3:74])[N:9]=2)=[CH:6][CH:7]=1. Given the reactants [Cl:1][C:2]1[CH:7]=[CH:6][C:5]([C:8]2[C:14]3[CH:15]=[C:16]([O:19][CH3:20])[CH:17]=[CH:18][C:13]=3[N:12]3[C:21]([CH3:24])=[N:22][N:23]=[C:11]3[C@H:10]([CH2:25][C:26](O)=[O:27])[N:9]=2)=[CH:4][CH:3]=1.CCN=C=NCCCN(C)C.C1C=CC2N(O)N=NC=2C=1.[NH2:50][CH2:51][CH2:52][O:53][CH2:54][CH2:55][O:56][CH2:57][CH2:58][O:59][CH2:60][CH2:61][O:62][CH2:63][CH2:64][O:65][CH2:66][CH2:67][NH:68][C:69](=[O:75])[O:70][C:71]([CH3:74])([CH3:73])[CH3:72], predict the reaction product. (3) Given the reactants [NH2:1][C:2]1[C:7]2[NH:8][C:9](=[S:16])[N:10]([CH2:11][CH2:12][CH2:13][C:14]#[CH:15])[C:6]=2[CH:5]=[CH:4][N:3]=1.[Cl:17][C:18]1[CH:23]=[CH:22][C:21]([O:24][CH3:25])=[CH:20][C:19]=1I.CC1C=CC2C=CC3C=CC(C)=NC=3C=2N=1.O.CC([O-])(C)C.[Na+], predict the reaction product. The product is: [Cl:17][C:18]1[CH:23]=[CH:22][C:21]([O:24][CH3:25])=[CH:20][C:19]=1[S:16][C:9]1[N:10]([CH2:11][CH2:12][CH2:13][C:14]#[CH:15])[C:6]2[CH:5]=[CH:4][N:3]=[C:2]([NH2:1])[C:7]=2[N:8]=1.